From a dataset of Forward reaction prediction with 1.9M reactions from USPTO patents (1976-2016). Predict the product of the given reaction. (1) Given the reactants O.[CH3:2][C:3]([NH:6][C:7]([C@H:9]1[N:18]([CH2:19][C@@H:20]([OH:50])[C@@H:21]([NH:29][C:30]([C@@H:32]([NH:37][C:38]([C:40]2[CH:41]=[CH:42][C:43]3[CH:44]=[CH:45][CH:46]=[CH:47][C:48]=3[N:49]=2)=[O:39])[CH2:33][C:34]([NH2:36])=[O:35])=[O:31])[CH2:22][C:23]2[CH:24]=[CH:25][CH:26]=[CH:27][CH:28]=2)[CH2:17][C@@H:16]2[C@@H:11]([CH2:12][CH2:13][CH2:14][CH2:15]2)[CH2:10]1)=[O:8])([CH3:5])[CH3:4].CS(O)(=O)=O.ClCCl.[OH-].[Na+], predict the reaction product. The product is: [CH3:5][C:3]([NH:6][C:7]([C@H:9]1[N:18]([CH2:19][C@@H:20]([OH:50])[C@@H:21]([NH:29][C:30]([C@@H:32]([NH:37][C:38]([C:40]2[CH:41]=[CH:42][C:43]3[CH:44]=[CH:45][CH:46]=[CH:47][C:48]=3[N:49]=2)=[O:39])[CH2:33][C:34]([NH2:36])=[O:35])=[O:31])[CH2:22][C:23]2[CH:28]=[CH:27][CH:26]=[CH:25][CH:24]=2)[CH2:17][C@@H:16]2[C@@H:11]([CH2:12][CH2:13][CH2:14][CH2:15]2)[CH2:10]1)=[O:8])([CH3:2])[CH3:4]. (2) Given the reactants C(OC([N:8]1[CH2:13][CH2:12][C:11]2[N:14]=[C:15]([NH:17][C:18]3[NH:22][C:21]4[CH:23]=[C:24]([C:27](=[O:38])[NH:28][C:29]5[CH:37]=[C:36]6[C:32]([CH:33]=[N:34][NH:35]6)=[CH:31][CH:30]=5)[CH:25]=[CH:26][C:20]=4[N:19]=3)[S:16][C:10]=2[CH2:9]1)=O)(C)(C)C, predict the reaction product. The product is: [NH:35]1[C:36]2[C:32](=[CH:31][CH:30]=[C:29]([NH:28][C:27]([C:24]3[CH:25]=[CH:26][C:20]4[N:19]=[C:18]([NH:17][C:15]5[S:16][C:10]6[CH2:9][NH:8][CH2:13][CH2:12][C:11]=6[N:14]=5)[NH:22][C:21]=4[CH:23]=3)=[O:38])[CH:37]=2)[CH:33]=[N:34]1. (3) Given the reactants [CH3:1][N:2]1[CH:10]=[C:9]2[C:4]([CH:5]=[C:6]([NH:11][C:12]([C:14]3[CH:19]=[CH:18][CH:17]=[CH:16][C:15]=3[NH:20][CH2:21][C:22]3[CH:27]=[CH:26][N:25]=[C:24]([NH:28][C:29]([N:31]4[CH2:36][CH2:35][S:34][CH2:33][CH2:32]4)=[O:30])[CH:23]=3)=[O:13])[CH:7]=[CH:8]2)=[N:3]1.I([O-])(=O)(=O)=[O:38].[Na+], predict the reaction product. The product is: [CH3:1][N:2]1[CH:10]=[C:9]2[C:4]([CH:5]=[C:6]([NH:11][C:12]([C:14]3[CH:19]=[CH:18][CH:17]=[CH:16][C:15]=3[NH:20][CH2:21][C:22]3[CH:27]=[CH:26][N:25]=[C:24]([NH:28][C:29]([N:31]4[CH2:32][CH2:33][S:34](=[O:38])[CH2:35][CH2:36]4)=[O:30])[CH:23]=3)=[O:13])[CH:7]=[CH:8]2)=[N:3]1. (4) Given the reactants CC1(C)[O:7][C@@H:6]2[C@@H:8]([OH:13])[C@@H:9]([OH:12])[CH2:10][O:11][C@H:5]2[CH2:4][O:3]1.Cl, predict the reaction product. The product is: [OH:3][CH2:4][C@H:5]1[C@H:6]([OH:7])[C@@H:8]([OH:13])[C@@H:9]([OH:12])[CH2:10][O:11]1.